From a dataset of Full USPTO retrosynthesis dataset with 1.9M reactions from patents (1976-2016). Predict the reactants needed to synthesize the given product. (1) Given the product [C:31]([C:28]1[CH:29]=[CH:30][C:24]2[O:23][CH2:22][CH2:21][C@@H:20]([OH:19])[C@H:26]([N:34]([S:35]([CH2:38][CH3:39])(=[O:37])=[O:36])[CH3:33])[C:25]=2[CH:27]=1)#[N:32], predict the reactants needed to synthesize it. The reactants are: [F-].C([N+](CCCC)(CCCC)CCCC)CCC.[O:19]1[CH:26]2[CH:20]1[CH2:21][CH2:22][O:23][C:24]1[CH:30]=[CH:29][C:28]([C:31]#[N:32])=[CH:27][C:25]=12.[CH3:33][N:34]([Si](C)(C)C)[S:35]([CH2:38][CH3:39])(=[O:37])=[O:36]. (2) Given the product [C:23]([O:25][C:4]1[CH:5]=[CH:6][C:7]2[O:8][CH2:9][CH2:10][O:11][C:12]=2[C:3]=1[O:2][CH3:1])(=[O:24])[CH3:18], predict the reactants needed to synthesize it. The reactants are: [CH3:1][O:2][C:3]1[C:12]2[O:11][CH2:10][CH2:9][O:8][C:7]=2[CH:6]=[CH:5][C:4]=1C(=O)C.C1C=C(Cl)C=[C:18]([C:23]([O:25]O)=[O:24])C=1. (3) Given the product [Cl:1][C:2]1[N:10]=[C:9]([NH2:11])[N:8]=[C:7]2[C:3]=1[N:4]=[CH:5][N:6]2[CH2:15][O:16][CH2:17][CH2:18][Si:19]([CH3:22])([CH3:21])[CH3:20], predict the reactants needed to synthesize it. The reactants are: [Cl:1][C:2]1[N:10]=[C:9]([NH2:11])[N:8]=[C:7]2[C:3]=1[N:4]=[CH:5][NH:6]2.[H-].[Na+].Cl[CH2:15][O:16][CH2:17][CH2:18][Si:19]([CH3:22])([CH3:21])[CH3:20]. (4) Given the product [CH3:1][O:2][C:3](=[O:12])[CH2:4][C:5]1[CH:10]=[CH:9][CH:8]=[C:7]([C:14]#[N:16])[CH:6]=1, predict the reactants needed to synthesize it. The reactants are: [CH3:1][O:2][C:3](=[O:12])[CH2:4][C:5]1[CH:10]=[CH:9][CH:8]=[C:7](Br)[CH:6]=1.C[C:14]([N:16](C)C)=O. (5) Given the product [F:12][C:9]([F:10])([F:11])[C:7]1[CH:6]=[C:5]([C:13]([CH3:39])([CH3:38])[C:14]([N:16]([C:17]2[CH:18]=[N:19][C:20]([N:31]3[CH2:32][CH2:33][S:44](=[O:46])(=[O:43])[CH2:35][CH2:36]3)=[CH:21][C:22]=2[C:23]2[CH:28]=[CH:27][C:26]([F:29])=[CH:25][C:24]=2[CH3:30])[CH3:37])=[O:15])[CH:4]=[C:3]([C:2]([F:40])([F:41])[F:1])[CH:8]=1, predict the reactants needed to synthesize it. The reactants are: [F:1][C:2]([F:41])([F:40])[C:3]1[CH:4]=[C:5]([C:13]([CH3:39])([CH3:38])[C:14]([N:16]([CH3:37])[C:17]2[CH:18]=[N:19][C:20]([N:31]3[CH2:36][CH2:35]S[CH2:33][CH2:32]3)=[CH:21][C:22]=2[C:23]2[CH:28]=[CH:27][C:26]([F:29])=[CH:25][C:24]=2[CH3:30])=[O:15])[CH:6]=[C:7]([C:9]([F:12])([F:11])[F:10])[CH:8]=1.O[O:43][S:44]([O-:46])=O.[K+].S([O-])(O[O-])(=O)=O.[K+].[K+].S([O-])(O)=O.[Na+].C(=O)([O-])[O-].[Na+].[Na+]. (6) Given the product [C:29]([O:28][C:26]([C:25]1[CH:24]=[C:23]([C@H:16]([C:17]2[CH:22]=[CH:21][CH:20]=[CH:19][N:18]=2)[C@@H:15]([OH:36])[C:14]([OH:38])=[O:37])[CH:35]=[CH:34][CH:33]=1)=[O:27])([CH3:32])([CH3:30])[CH3:31], predict the reactants needed to synthesize it. The reactants are: C([C@@H]1COC(=O)N1[C:14](=[O:37])[C@H:15]([OH:36])[C@H:16]([C:23]1[CH:24]=[C:25]([CH:33]=[CH:34][CH:35]=1)[C:26]([O:28][C:29]([CH3:32])([CH3:31])[CH3:30])=[O:27])[C:17]1[CH:22]=[CH:21][CH:20]=[CH:19][N:18]=1)C1C=CC=CC=1.[OH:38]O.[Li+].[OH-]. (7) Given the product [F:29][C:30]1[CH:57]=[CH:56][CH:55]=[C:54]([F:58])[C:31]=1[CH2:32][O:33][C:34]1[C:35]2[N:36]([C:40]([C:44]([NH:46][C@H:47]([CH2:50][CH2:51][CH2:52][CH3:53])[CH:48]=[O:49])=[O:45])=[C:41]([CH3:43])[N:42]=2)[CH:37]=[CH:38][CH:39]=1, predict the reactants needed to synthesize it. The reactants are: CC(OI1(OC(C)=O)(OC(C)=O)OC(=O)C2C=CC=CC1=2)=O.N1C=CC=CC=1.[F:29][C:30]1[CH:57]=[CH:56][CH:55]=[C:54]([F:58])[C:31]=1[CH2:32][O:33][C:34]1[C:35]2[N:36]([C:40]([C:44]([NH:46][C@H:47]([CH2:50][CH2:51][CH2:52][CH3:53])[CH2:48][OH:49])=[O:45])=[C:41]([CH3:43])[N:42]=2)[CH:37]=[CH:38][CH:39]=1.[OH-].[Na+]. (8) Given the product [CH2:15]([O:14][C:6]1[C:7]([C:10]([O:12][CH3:13])=[O:11])=[N:8][N:9]2[CH:23]([C:24]3[CH:25]=[N:26][CH:27]=[CH:28][CH:29]=3)[CH2:22][N:2]([CH3:1])[C:3](=[O:4])[C:5]=12)[C:16]1[CH:21]=[CH:20][CH:19]=[CH:18][CH:17]=1, predict the reactants needed to synthesize it. The reactants are: [CH3:1][N:2]([CH2:22][CH:23](O)[C:24]1[CH:25]=[N:26][CH:27]=[CH:28][CH:29]=1)[C:3]([C:5]1[NH:9][N:8]=[C:7]([C:10]([O:12][CH3:13])=[O:11])[C:6]=1[O:14][CH2:15][C:16]1[CH:21]=[CH:20][CH:19]=[CH:18][CH:17]=1)=[O:4].C1(P(C2C=CC=CC=2)C2C=CC=CC=2)C=CC=CC=1.N(C(OCC)=O)=NC(OCC)=O.